Dataset: Reaction yield outcomes from USPTO patents with 853,638 reactions. Task: Predict the reaction yield, written as a fraction of the theoretical maximum amount of product (1.0 means a 100% yield; for example, 0.34 means a 34% yield). (1) The reactants are [C:1]([O:5][C:6]([N:8]([CH2:12][C:13]1[CH:14]=[C:15]([CH2:20][C:21]([OH:23])=O)[CH:16]=[CH:17][C:18]=1[Cl:19])[CH:9]1[CH2:11][CH2:10]1)=[O:7])([CH3:4])([CH3:3])[CH3:2].[CH:24]1([NH2:27])[CH2:26][CH2:25]1. The catalyst is C(Cl)Cl. The product is [C:1]([O:5][C:6](=[O:7])[N:8]([CH2:12][C:13]1[CH:14]=[C:15]([CH2:20][C:21](=[O:23])[NH:27][CH:24]2[CH2:26][CH2:25]2)[CH:16]=[CH:17][C:18]=1[Cl:19])[CH:9]1[CH2:10][CH2:11]1)([CH3:4])([CH3:3])[CH3:2]. The yield is 0.650. (2) The reactants are [Cl:1][C:2]1[CH:7]=[CH:6][CH:5]=[C:4]([O:8]C)[C:3]=1[C:10]1[CH:15]=[CH:14][CH:13]=[CH:12][C:11]=1[Cl:16]. The catalyst is Br. The product is [Cl:16][C:11]1[CH:12]=[CH:13][CH:14]=[CH:15][C:10]=1[C:3]1[C:4]([OH:8])=[CH:5][CH:6]=[CH:7][C:2]=1[Cl:1]. The yield is 0.890. (3) The reactants are [H-].[Na+].[CH:3]1([C:9]2[C:17]3[C:12](=[CH:13][C:14]([C:18]([O:20][CH3:21])=[O:19])=[CH:15][CH:16]=3)[NH:11][C:10]=2[C:22]2[CH:27]=[CH:26][CH:25]=[CH:24][C:23]=2[OH:28])[CH2:8][CH2:7][CH2:6][CH2:5][CH2:4]1.Br[CH2:30][C:31]1([CH2:39]Br)[CH2:36][O:35][C:34]([CH3:38])([CH3:37])[O:33][CH2:32]1. The catalyst is CN(C=O)C. The product is [CH:3]1([C:9]2[C:17]3[CH:16]=[CH:15][C:14]([C:18]([O:20][CH3:21])=[O:19])=[CH:13][C:12]=3[N:11]3[C:10]=2[C:22]2[CH:27]=[CH:26][CH:25]=[CH:24][C:23]=2[O:28][CH2:39][C:31]2([CH2:36][O:35][C:34]([CH3:38])([CH3:37])[O:33][CH2:32]2)[CH2:30]3)[CH2:8][CH2:7][CH2:6][CH2:5][CH2:4]1. The yield is 0.500. (4) The catalyst is CN(C)C=O. The reactants are [H-].[Na+].[CH:3]1[C:14]2=[C:15]3[CH:10]([CH2:11][CH2:12][CH2:13]2)[CH2:9][CH2:8][CH2:7][C:6]3=[CH:5][C:4]=1[NH:16][C:17]1[CH:27]=[CH:26][C:20]([C:21]([O:23][CH2:24][CH3:25])=[O:22])=[CH:19][CH:18]=1.Br[CH2:29][CH3:30].[Cl-].[NH4+]. The product is [CH2:29]([N:16]([C:4]1[CH:3]=[C:14]2[C:15]3[CH:10]([CH2:11][CH2:12][CH2:13]2)[CH2:9][CH2:8][CH2:7][C:6]=3[CH:5]=1)[C:17]1[CH:18]=[CH:19][C:20]([C:21]([O:23][CH2:24][CH3:25])=[O:22])=[CH:26][CH:27]=1)[CH3:30]. The yield is 0.900. (5) The reactants are [Cl:1][C:2]1[CH:3]=[C:4]([CH:9]2[C:18]3[C:13](=[CH:14][CH:15]=[CH:16][CH:17]=3)[CH:12](O)[CH2:11][CH2:10]2)[CH:5]=[CH:6][C:7]=1[Cl:8].S(=O)(=O)(O)O.CC(=O)OCC. The catalyst is C1(C)C=CC=CC=1. The product is [Cl:1][C:2]1[CH:3]=[C:4]([CH:9]2[C:18]3[C:13](=[CH:14][CH:15]=[CH:16][CH:17]=3)[CH:12]=[CH:11][CH2:10]2)[CH:5]=[CH:6][C:7]=1[Cl:8]. The yield is 0.840. (6) The reactants are [CH2:1]([O:8][CH2:9][CH2:10][C@H:11]1[CH2:14][C@H:13](CS([O-])(=O)=O)[CH2:12]1)[C:2]1[CH:7]=[CH:6][CH:5]=[CH:4][CH:3]=1.[N:20]1[C:28]([NH2:29])=[C:27]2[C:23]([N:24]=[CH:25][NH:26]2)=[N:22][CH:21]=1.C([O-])([O-])=O.[Cs+].[Cs+]. The catalyst is CN(C=O)C. The product is [CH2:1]([O:8][CH2:9][CH2:10][C@@H:11]1[CH2:12][C@H:13]([N:24]2[CH:25]=[N:26][C:27]3[C:23]2=[N:22][CH:21]=[N:20][C:28]=3[NH2:29])[CH2:14]1)[C:2]1[CH:3]=[CH:4][CH:5]=[CH:6][CH:7]=1. The yield is 0.430.